The task is: Predict the product of the given reaction.. This data is from Forward reaction prediction with 1.9M reactions from USPTO patents (1976-2016). (1) Given the reactants [CH3:1][C:2]1[O:6][N:5]=[C:4]([CH2:7]O)[CH:3]=1.CCN(CC)CC.CS(Cl)(=O)=O.S([O-])(=O)(=O)C.[CH:26]12[CH2:32][CH:29]([NH:30][CH2:31]1)[CH2:28][N:27]2[C:33]1[N:38]=[C:37]([NH2:39])[N:36]2[N:40]=[C:41]([C:43]3[O:44][CH:45]=[CH:46][CH:47]=3)[N:42]=[C:35]2[N:34]=1, predict the reaction product. The product is: [O:44]1[CH:45]=[CH:46][CH:47]=[C:43]1[C:41]1[N:42]=[C:35]2[N:34]=[C:33]([N:27]3[CH2:28][CH:29]4[CH2:32][CH:26]3[CH2:31][N:30]4[CH2:7][C:4]3[CH:3]=[C:2]([CH3:1])[O:6][N:5]=3)[N:38]=[C:37]([NH2:39])[N:36]2[N:40]=1. (2) Given the reactants Br[C:2]1[N:7]=[C:6]([S:8]([O:11][C:12]2[CH:17]=[CH:16][CH:15]=[CH:14][CH:13]=2)(=[O:10])=[O:9])[CH:5]=[CH:4][CH:3]=1.[S:18]1[CH:22]=[CH:21][C:20](B(O)O)=[CH:19]1.ClCCl, predict the reaction product. The product is: [S:18]1[CH:22]=[CH:21][C:20]([C:2]2[N:7]=[C:6]([S:8]([O:11][C:12]3[CH:17]=[CH:16][CH:15]=[CH:14][CH:13]=3)(=[O:10])=[O:9])[CH:5]=[CH:4][CH:3]=2)=[CH:19]1. (3) Given the reactants [CH2:1]([N:3]([CH2:6][C:7]1[S:11][C:10]([C:12]2[O:16][N:15]=[C:14]([C:17]3[CH:25]=[CH:24][C:20]([C:21](O)=[O:22])=[CH:19][CH:18]=3)[N:13]=2)=[CH:9][C:8]=1[CH3:26])[CH2:4][CH3:5])[CH3:2].[CH3:27][N:28]([CH3:32])[CH2:29][CH2:30][NH2:31], predict the reaction product. The product is: [CH2:1]([N:3]([CH2:6][C:7]1[S:11][C:10]([C:12]2[O:16][N:15]=[C:14]([C:17]3[CH:25]=[CH:24][C:20]([C:21]([NH:31][CH2:30][CH2:29][N:28]([CH3:32])[CH3:27])=[O:22])=[CH:19][CH:18]=3)[N:13]=2)=[CH:9][C:8]=1[CH3:26])[CH2:4][CH3:5])[CH3:2]. (4) Given the reactants [CH3:1][NH2:2].[CH:3]([C:6]1[C:7]([O:14][CH2:15][CH2:16][CH3:17])=[C:8]([CH:11]=[CH:12][CH:13]=1)[CH:9]=O)([CH3:5])[CH3:4].[BH4-].[Na+], predict the reaction product. The product is: [CH:3]([C:6]1[C:7]([O:14][CH2:15][CH2:16][CH3:17])=[C:8]([CH:11]=[CH:12][CH:13]=1)[CH2:9][CH2:1][NH2:2])([CH3:5])[CH3:4]. (5) Given the reactants [CH2:1]([O:8][C:9]1[CH:14]=[C:13]([O:15][CH2:16][C:17]2[CH:22]=[CH:21][CH:20]=[CH:19][CH:18]=2)[C:12]([C:23]2[CH:28]=[C:27]([CH:29]([CH3:31])[CH3:30])[CH:26]=[CH:25][C:24]=2[O:32][CH3:33])=[CH:11][C:10]=1[C:34](O)=[O:35])[C:2]1[CH:7]=[CH:6][CH:5]=[CH:4][CH:3]=1.C(N(C(C)C)CC)(C)C.CN(C(ON1N=NC2C=CC=CC1=2)=[N+](C)C)C.F[P-](F)(F)(F)(F)F.[NH2:70][CH:71]1[CH2:76][CH2:75][N:74]([C:77]([O:79][C:80]([CH3:83])([CH3:82])[CH3:81])=[O:78])[CH2:73][CH2:72]1, predict the reaction product. The product is: [C:80]([O:79][C:77]([N:74]1[CH2:73][CH2:72][CH:71]([NH:70][C:34]([C:10]2[CH:11]=[C:12]([C:23]3[CH:28]=[C:27]([CH:29]([CH3:31])[CH3:30])[CH:26]=[CH:25][C:24]=3[O:32][CH3:33])[C:13]([O:15][CH2:16][C:17]3[CH:22]=[CH:21][CH:20]=[CH:19][CH:18]=3)=[CH:14][C:9]=2[O:8][CH2:1][C:2]2[CH:3]=[CH:4][CH:5]=[CH:6][CH:7]=2)=[O:35])[CH2:76][CH2:75]1)=[O:78])([CH3:83])([CH3:82])[CH3:81]. (6) Given the reactants [C:1]([NH:4][C:5]1[C:13]2[S:12][C:11]([NH:14][C:15](=[O:23])[C:16]3[CH:21]=[CH:20][C:19]([F:22])=[CH:18][CH:17]=3)=[N:10][C:9]=2[C:8]([O:24][CH3:25])=[CH:7][CH:6]=1)(=O)[CH3:2].COC1C=CC(P2(SP(C3C=CC(OC)=CC=3)(=S)S2)=S)=CC=1.IC.CO[CH:52](OC)[CH2:53][NH2:54], predict the reaction product. The product is: [NH3:4].[F:22][C:19]1[CH:18]=[CH:17][C:16]([C:15]([NH:14][C:11]2[S:12][C:13]3[C:5]([N:4]4[CH:52]=[CH:53][N:54]=[C:1]4[CH3:2])=[CH:6][CH:7]=[C:8]([O:24][CH3:25])[C:9]=3[N:10]=2)=[O:23])=[CH:21][CH:20]=1.